From a dataset of Reaction yield outcomes from USPTO patents with 853,638 reactions. Predict the reaction yield, written as a fraction of the theoretical maximum amount of product (1.0 means a 100% yield; for example, 0.34 means a 34% yield). (1) The reactants are [C:1]([N:4]1[CH2:9][CH2:8][CH:7]([CH2:10][NH:11][C:12]([NH:14][C:15]2[CH:20]=[C:19]([C:21]3[S:22][CH:23]=[CH:24][CH:25]=3)[CH:18]=[CH:17][C:16]=2[N+:26]([O-])=O)=[O:13])[CH2:6][CH2:5]1)(=[O:3])[CH3:2]. The catalyst is CO.[Pd]. The product is [C:1]([N:4]1[CH2:9][CH2:8][CH:7]([CH2:10][NH:11][C:12]([NH:14][C:15]2[CH:20]=[C:19]([C:21]3[S:22][CH:23]=[CH:24][CH:25]=3)[CH:18]=[CH:17][C:16]=2[NH2:26])=[O:13])[CH2:6][CH2:5]1)(=[O:3])[CH3:2]. The yield is 0.600. (2) The reactants are [OH:1][CH2:2][C@@H:3]([N:5]1[C:13](=[O:14])[C:12]2[C:7](=[CH:8][CH:9]=[CH:10][CH:11]=2)[C:6]1=[O:15])[CH3:4].I[CH2:17][CH3:18].CC(C)([O-])C.[K+]. The catalyst is C1COCC1.C(OCC)(=O)C. The product is [CH2:17]([O:1][CH2:2][C@@H:3]([N:5]1[C:13](=[O:14])[C:12]2[C:7](=[CH:8][CH:9]=[CH:10][CH:11]=2)[C:6]1=[O:15])[CH3:4])[CH3:18]. The yield is 0.740. (3) The reactants are [Cl:1][C:2]1[CH:3]=[C:4]([C:9]2[CH:21]=[CH:20][C:12]([C:13]([NH:15][S:16]([CH3:19])(=[O:18])=[O:17])=[O:14])=[CH:11][C:10]=2[O:22][CH3:23])[CH:5]=[N:6][C:7]=1F.C([O-])([O-])=O.[Cs+].[Cs+].[Cl:30][C:31]1[CH:36]=[CH:35][C:34]([CH2:37][OH:38])=[CH:33][CH:32]=1. The catalyst is CS(C)=O. The product is [Cl:1][C:2]1[CH:3]=[C:4]([C:9]2[CH:21]=[CH:20][C:12]([C:13]([NH:15][S:16]([CH3:19])(=[O:18])=[O:17])=[O:14])=[CH:11][C:10]=2[O:22][CH3:23])[CH:5]=[N:6][C:7]=1[O:38][CH2:37][C:34]1[CH:35]=[CH:36][C:31]([Cl:30])=[CH:32][CH:33]=1. The yield is 0.580. (4) The reactants are [Cl:1][C:2]1[N:10]=[C:9]2[C:5]([N:6]=[C:7]([CH2:17][N:18]3[CH2:23][CH2:22][CH:21]([C:24]([OH:27])([CH3:26])[CH3:25])[CH2:20][CH2:19]3)[N:8]2C2CCCCO2)=[C:4]([N:28]2[CH2:33][CH2:32][O:31][CH2:30][CH2:29]2)[N:3]=1.Cl.[H-].[Na+].[C:37]([O:40][CH2:41][CH2:42]Br)(=[O:39])[CH3:38]. The catalyst is CO.CN(C=O)C.O. The product is [C:37]([O:40][CH2:41][CH2:42][N:8]1[C:7]([CH2:17][N:18]2[CH2:23][CH2:22][CH:21]([C:24]([OH:27])([CH3:26])[CH3:25])[CH2:20][CH2:19]2)=[N:6][C:5]2[C:9]1=[N:10][C:2]([Cl:1])=[N:3][C:4]=2[N:28]1[CH2:29][CH2:30][O:31][CH2:32][CH2:33]1)(=[O:39])[CH3:38]. The yield is 0.260. (5) The reactants are [Br:1][C:2]1[CH:7]=[CH:6][C:5]([C:8]2[S:9][CH:10]=[C:11]([C:14]([CH3:16])=O)[C:12]=2[OH:13])=[CH:4][CH:3]=1.[O:17]1[CH:21]=[CH:20][CH:19]=[C:18]1[CH2:22][NH:23][C:24]([C:26]1[S:27][C:28]([C:31]([NH:33][NH2:34])=[O:32])=[CH:29][CH:30]=1)=[O:25]. The catalyst is CC(O)C. The product is [O:17]1[CH:21]=[CH:20][CH:19]=[C:18]1[CH2:22][NH:23][C:24]([C:26]1[S:27][C:28]([C:31]([NH:33][N:34]=[C:14]([C:11]2[C:12]([OH:13])=[C:8]([C:5]3[CH:6]=[CH:7][C:2]([Br:1])=[CH:3][CH:4]=3)[S:9][CH:10]=2)[CH3:16])=[O:32])=[CH:29][CH:30]=1)=[O:25]. The yield is 0.720. (6) The reactants are [CH3:1][N:2]([CH3:23])[C:3](=[O:22])[CH2:4][N:5]([CH3:21])[C:6]([C:8]1[S:9][C:10]2[N:11]=[CH:12][N:13]=[C:14](S(C)(=O)=O)[C:15]=2[N:16]=1)=[O:7].[NH:24]1[C:28]2=[CH:29][N:30]=[C:31]([NH2:33])[CH:32]=[C:27]2[CH:26]=[N:25]1. The catalyst is CS(C)=O. The product is [CH3:1][N:2]([CH3:23])[C:3](=[O:22])[CH2:4][N:5]([CH3:21])[C:6]([C:8]1[S:9][C:10]2[N:11]=[CH:12][N:13]=[C:14]([NH:33][C:31]3[CH:32]=[C:27]4[CH:26]=[N:25][NH:24][C:28]4=[CH:29][N:30]=3)[C:15]=2[N:16]=1)=[O:7]. The yield is 0.0700. (7) The reactants are [Cl:1][CH2:2][CH2:3][CH2:4][O:5][C:6]1[C:11]([F:12])=[CH:10][C:9]([C:13](=O)[CH3:14])=[CH:8][C:7]=1[F:16].O.[C:18]([OH:22])(=O)[CH:19]=O.O.[NH2:24][NH2:25]. The catalyst is C(O)(=O)C. The product is [Cl:1][CH2:2][CH2:3][CH2:4][O:5][C:6]1[C:11]([F:12])=[CH:10][C:9]([C:13]2[CH:14]=[CH:19][C:18](=[O:22])[NH:24][N:25]=2)=[CH:8][C:7]=1[F:16]. The yield is 0.590. (8) The reactants are [F:1][C:2]1[CH:7]=[C:6]([F:8])[CH:5]=[CH:4][C:3]=1[C:9]1[NH:13][C:12]([C:14]2([CH2:17][OH:18])[CH2:16][CH2:15]2)=[N:11][C:10]=1[C:19]1[N:24]=[C:23]2[O:25][C:26]([NH:28][C@@H:29]([CH3:34])[CH2:30][O:31][CH2:32][CH3:33])=[N:27][C:22]2=[CH:21][CH:20]=1.[CH3:35][S:36](O)(=[O:38])=[O:37]. The catalyst is ClCCl.CO.CO. The product is [CH3:35][S:36]([O:18][CH2:17][C:14]1([C:12]2[NH:13][C:9]([C:3]3[CH:4]=[CH:5][C:6]([F:8])=[CH:7][C:2]=3[F:1])=[C:10]([C:19]3[N:24]=[C:23]4[O:25][C:26]([NH:28][C@@H:29]([CH3:34])[CH2:30][O:31][CH2:32][CH3:33])=[N:27][C:22]4=[CH:21][CH:20]=3)[N:11]=2)[CH2:15][CH2:16]1)(=[O:38])=[O:37]. The yield is 0.960. (9) The reactants are [C:1]([CH2:3][C:4]([OH:6])=O)#[N:2].Cl.CN(C)CCCN=C=NCC.O.ON1C2C=CC=CC=2N=N1.CCN(C(C)C)C(C)C.[F:39][C:40]([F:50])([F:49])[C:41]1[CH:42]=[C:43]([CH:46]=[CH:47][CH:48]=1)[CH2:44][NH2:45]. The catalyst is C1COCC1.O. The product is [C:1]([CH2:3][C:4]([NH:45][CH2:44][C:43]1[CH:46]=[CH:47][CH:48]=[C:41]([C:40]([F:39])([F:49])[F:50])[CH:42]=1)=[O:6])#[N:2]. The yield is 0.510. (10) The reactants are [CH3:1][O:2][CH2:3][O:4][C:5]1[CH:10]=[CH:9][C:8]([C:11]2[N:16]=[C:15]3[N:17]([CH:21]4[CH2:26][CH2:25][CH2:24][CH2:23][O:22]4)[N:18]=[C:19]([CH3:20])[C:14]3=[C:13]([CH2:27][N:28]3[CH2:33][C:32]([CH3:35])([CH3:34])[NH:31][CH2:30][C:29]3([CH3:37])[CH3:36])[CH:12]=2)=[CH:7][CH:6]=1.[F:38][C:39]([F:44])([F:43])[CH2:40][CH:41]=O.C(O)(=O)C.C(O[BH-](OC(=O)C)OC(=O)C)(=O)C.[Na+]. The catalyst is ClCCl.C(OCC)(=O)C.O. The product is [CH3:1][O:2][CH2:3][O:4][C:5]1[CH:6]=[CH:7][C:8]([C:11]2[N:16]=[C:15]3[N:17]([CH:21]4[CH2:26][CH2:25][CH2:24][CH2:23][O:22]4)[N:18]=[C:19]([CH3:20])[C:14]3=[C:13]([CH2:27][N:28]3[CH2:33][C:32]([CH3:35])([CH3:34])[N:31]([CH2:41][CH2:40][C:39]([F:44])([F:43])[F:38])[CH2:30][C:29]3([CH3:37])[CH3:36])[CH:12]=2)=[CH:9][CH:10]=1. The yield is 0.940.